This data is from Full USPTO retrosynthesis dataset with 1.9M reactions from patents (1976-2016). The task is: Predict the reactants needed to synthesize the given product. (1) Given the product [CH3:49][CH:48]([CH3:50])[C@@H:40]([NH:39][C:17]([C:16]1[C:10]2[C:11](=[N:12][CH:13]=[C:8]([O:1][C:2]3[CH:7]=[CH:6][CH:5]=[CH:4][CH:3]=3)[N:9]=2)[N:14]([CH2:20][O:21][CH2:22][CH2:23][Si:24]([CH3:26])([CH3:27])[CH3:25])[CH:15]=1)=[O:18])[C:41]([N:43]1[CH2:47][CH2:46][CH2:45][CH2:44]1)=[O:42], predict the reactants needed to synthesize it. The reactants are: [O:1]([C:8]1[N:9]=[C:10]2[C:16]([C:17](O)=[O:18])=[CH:15][N:14]([CH2:20][O:21][CH2:22][CH2:23][Si:24]([CH3:27])([CH3:26])[CH3:25])[C:11]2=[N:12][CH:13]=1)[C:2]1[CH:7]=[CH:6][CH:5]=[CH:4][CH:3]=1.CN(C)CCCN=C=NCC.[NH2:39][C@H:40]([CH:48]([CH3:50])[CH3:49])[C:41]([N:43]1[CH2:47][CH2:46][CH2:45][CH2:44]1)=[O:42]. (2) Given the product [ClH:29].[ClH:29].[CH3:8][C:9]1([CH3:25])[CH2:14][NH:13][CH2:12][C:11]2[CH:22]=[N:23][NH:24][C:10]1=2, predict the reactants needed to synthesize it. The reactants are: FC(F)(F)C(O)=O.[CH3:8][C:9]1([CH3:25])[CH2:14][N:13](C(OC(C)(C)C)=O)[CH2:12][C:11]2[CH:22]=[N:23][NH:24][C:10]1=2.C(O)C.[Cl:29]CCl. (3) Given the product [C:12]([O:51][CH:49]([CH3:50])[C:52]1[CH:57]=[CH:56][CH:55]=[CH:54][CH:53]=1)(=[O:11])[CH3:13], predict the reactants needed to synthesize it. The reactants are: C(C1C=CC=CC=1)C.N([O:11][C:12](C)(C)[CH3:13])=O.ON1C(=O)C2=CC=CC=C2C1=O.C(=NO)(C1C=CC=CC=1)C.[N+](C(C1C=CC=CC=1)C)([O-])=O.[C:49]([C:52]1[CH:57]=[CH:56][CH:55]=[CH:54][CH:53]=1)(=[O:51])[CH3:50]. (4) The reactants are: [NH2:1][C:2]1[C:3]2[CH:10]=[CH:9][N:8]([C@@H:11]3[O:15][C@@:14]([CH2:18][OH:19])([CH:16]=O)[C@@H:13]([O:20][Si:21]([C:24]([CH3:27])([CH3:26])[CH3:25])([CH3:23])[CH3:22])[CH2:12]3)[C:4]=2[N:5]=[CH:6][N:7]=1.Cl.[NH2:29][OH:30]. Given the product [NH2:1][C:2]1[C:3]2[CH:10]=[CH:9][N:8]([CH:11]3[O:15][C:14]([CH2:18][OH:19])([CH:16]=[N:29][OH:30])[CH:13]([O:20][Si:21]([C:24]([CH3:26])([CH3:25])[CH3:27])([CH3:22])[CH3:23])[CH2:12]3)[C:4]=2[N:5]=[CH:6][N:7]=1, predict the reactants needed to synthesize it. (5) Given the product [F:29][C:30]1[CH:31]=[CH:32][C:33]([C:36]2[O:37][C:38]3[CH:49]=[CH:48][C:47]([O:50][S:10]([C:9]([F:28])([F:27])[F:8])(=[O:12])=[O:11])=[C:46]([N+:51]([O-:53])=[O:52])[C:39]=3[C:40]=2[C:41]([O:43][CH2:44][CH3:45])=[O:42])=[CH:34][CH:35]=1, predict the reactants needed to synthesize it. The reactants are: C(N(CC)CC)C.[F:8][C:9]([F:28])([F:27])[S:10](N(C1C=CC=CC=1)[S:10]([C:9]([F:28])([F:27])[F:8])(=[O:12])=[O:11])(=[O:12])=[O:11].[F:29][C:30]1[CH:35]=[CH:34][C:33]([C:36]2[O:37][C:38]3[CH:49]=[CH:48][C:47]([OH:50])=[C:46]([N+:51]([O-:53])=[O:52])[C:39]=3[C:40]=2[C:41]([O:43][CH2:44][CH3:45])=[O:42])=[CH:32][CH:31]=1. (6) Given the product [CH3:20][O:19][C:11]1[CH:10]=[C:9]([C:5]2[CH:4]=[C:3]([CH2:2][N:21]3[CH2:27][CH2:26][CH2:25][NH:24][CH2:23][CH2:22]3)[CH:8]=[CH:7][N:6]=2)[CH:14]=[C:13]([O:15][CH3:16])[C:12]=1[O:17][CH3:18], predict the reactants needed to synthesize it. The reactants are: Cl[CH2:2][C:3]1[CH:8]=[CH:7][N:6]=[C:5]([C:9]2[CH:14]=[C:13]([O:15][CH3:16])[C:12]([O:17][CH3:18])=[C:11]([O:19][CH3:20])[CH:10]=2)[CH:4]=1.[NH:21]1[CH2:27][CH2:26][CH2:25][NH:24][CH2:23][CH2:22]1.